This data is from Reaction yield outcomes from USPTO patents with 853,638 reactions. The task is: Predict the reaction yield, written as a fraction of the theoretical maximum amount of product (1.0 means a 100% yield; for example, 0.34 means a 34% yield). (1) The yield is 0.720. The reactants are [CH3:1][S:2](Cl)(=[O:4])=[O:3].[Cl:6][C:7]1[N:12]=[C:11]([NH:13][C:14]2[C:15]([NH2:20])=[CH:16][CH:17]=[CH:18][CH:19]=2)[C:10]([F:21])=[CH:9][N:8]=1. The product is [Cl:6][C:7]1[N:12]=[C:11]([NH:13][C:14]2[CH:19]=[CH:18][CH:17]=[CH:16][C:15]=2[NH:20][S:2]([CH3:1])(=[O:4])=[O:3])[C:10]([F:21])=[CH:9][N:8]=1. The catalyst is N1C=CC=CC=1.O. (2) The reactants are Cl.[F:2][C:3]1[C:8]([F:9])=[CH:7][CH:6]=[CH:5][C:4]=1[NH:10][C:11](=[O:33])[CH2:12][C:13]1[NH:17][N:16]=[C:15]([NH:18][C:19]2[C:28]3[C:23](=[CH:24][C:25]([O:31][CH3:32])=[CH:26][C:27]=3[O:29]C)[N:22]=[CH:21][N:20]=2)[CH:14]=1.Cl.N1C=CC=CC=1.C(=O)(O)[O-].[Na+]. The catalyst is N1C=CC=CC=1. The product is [F:2][C:3]1[C:8]([F:9])=[CH:7][CH:6]=[CH:5][C:4]=1[NH:10][C:11](=[O:33])[CH2:12][C:13]1[NH:17][N:16]=[C:15]([NH:18][C:19]2[C:28]3[C:23](=[CH:24][C:25]([O:31][CH3:32])=[CH:26][C:27]=3[OH:29])[N:22]=[CH:21][N:20]=2)[CH:14]=1. The yield is 0.840. (3) The reactants are C([O:4][CH2:5][C:6](Cl)=[O:7])(=O)C.[F:9][C:10]1[CH:15]=[CH:14][C:13]([N:16]2[C:24]3[C:19](=[CH:20][C:21]([O:26][C@H:27]([C:31]4[CH:36]=[CH:35][CH:34]=[CH:33][CH:32]=4)[C@@H:28]([NH2:30])[CH3:29])=[C:22]([CH3:25])[CH:23]=3)[CH:18]=[N:17]2)=[CH:12][CH:11]=1.C(N(CC)CC)C. The yield is 0.800. The product is [F:9][C:10]1[CH:11]=[CH:12][C:13]([N:16]2[C:24]3[C:19](=[CH:20][C:21]([O:26][C@H:27]([C:31]4[CH:32]=[CH:33][CH:34]=[CH:35][CH:36]=4)[C@@H:28]([NH:30][C:5](=[O:4])[CH2:6][OH:7])[CH3:29])=[C:22]([CH3:25])[CH:23]=3)[CH:18]=[N:17]2)=[CH:14][CH:15]=1. The catalyst is C1COCC1. (4) The reactants are [CH:1]([C:3]1[CH:8]=[CH:7][C:6]([B:9]([OH:11])[OH:10])=[CH:5][CH:4]=1)=O.[NH:12]1[CH2:17][CH2:16][CH:15]([CH2:18][NH:19][C:20](=[O:26])[O:21][C:22]([CH3:25])([CH3:24])[CH3:23])[CH2:14][CH2:13]1. No catalyst specified. The product is [C:22]([O:21][C:20]([NH:19][CH2:18][CH:15]1[CH2:14][CH2:13][N:12]([CH2:1][C:3]2[CH:8]=[CH:7][C:6]([B:9]([OH:11])[OH:10])=[CH:5][CH:4]=2)[CH2:17][CH2:16]1)=[O:26])([CH3:25])([CH3:23])[CH3:24]. The yield is 0.770. (5) The product is [C:14]([C:8]1([C:5]2[CH:6]=[CH:7][C:2]([NH:17][C:16](=[O:23])[O:18][C:19]([CH3:22])([CH3:21])[CH3:20])=[CH:3][CH:4]=2)[CH2:13][CH2:12][NH:11][CH2:10][CH2:9]1)#[N:15]. The reactants are Br[C:2]1[CH:7]=[CH:6][C:5]([C:8]2([C:14]#[N:15])[CH2:13][CH2:12][NH:11][CH2:10][CH2:9]2)=[CH:4][CH:3]=1.[C:16](=[O:23])([O:18][C:19]([CH3:22])([CH3:21])[CH3:20])[NH2:17].CC1(C)C2C(=C(P(C3C=CC=CC=3)C3C=CC=CC=3)C=CC=2)OC2C(P(C3C=CC=CC=3)C3C=CC=CC=3)=CC=CC1=2.C([O-])([O-])=O.[Cs+].[Cs+]. The yield is 0.390. The catalyst is O1CCOCC1.C1C=CC(/C=C/C(/C=C/C2C=CC=CC=2)=O)=CC=1.C1C=CC(/C=C/C(/C=C/C2C=CC=CC=2)=O)=CC=1.C1C=CC(/C=C/C(/C=C/C2C=CC=CC=2)=O)=CC=1.[Pd].[Pd].